From a dataset of Reaction yield outcomes from USPTO patents with 853,638 reactions. Predict the reaction yield, written as a fraction of the theoretical maximum amount of product (1.0 means a 100% yield; for example, 0.34 means a 34% yield). The reactants are [F:1][C:2]1[CH:7]=[CH:6][C:5]([N:8]2[C:11](=[O:12])[C@H:10]([S:13][CH2:14][CH:15]([C:17]3[CH:22]=[CH:21][C:20]([F:23])=[CH:19][CH:18]=3)[OH:16])[C@H:9]2[C:24]2[CH:40]=[CH:39][C:27]([O:28][CH2:29][C:30](N[C@@H](C(O)=O)CO)=[O:31])=[CH:26][CH:25]=2)=[CH:4][CH:3]=1.Cl.C([O:46][C:47](=[O:56])[C@@H:48]([CH2:50][O:51]C(C)(C)C)[NH2:49])(C)(C)C.C[N:58]1[CH2:63][CH2:62][O:61]CC1.CN([C:67]([O:71]N1N=NC2C=CC=CC1=2)=[N+](C)C)C.[B-](F)(F)(F)F. The catalyst is C(Cl)Cl. The product is [F:1][C:2]1[CH:3]=[CH:4][C:5]([N:8]2[C:11](=[O:12])[C@H:10]([S:13][CH2:14][CH:15]([C:17]3[CH:18]=[CH:19][C:20]([F:23])=[CH:21][CH:22]=3)[OH:16])[C@H:9]2[C:24]2[CH:40]=[CH:39][C:27]([O:28][CH2:29][C:30]([NH:58][C@@H:63]([C:67]([NH:49][C@@H:48]([C:47]([OH:46])=[O:56])[CH2:50][OH:51])=[O:71])[CH2:62][OH:61])=[O:31])=[CH:26][CH:25]=2)=[CH:6][CH:7]=1. The yield is 0.520.